From a dataset of Forward reaction prediction with 1.9M reactions from USPTO patents (1976-2016). Predict the product of the given reaction. (1) Given the reactants [CH3:1][O:2][C:3]1[C:4]([C:23]([C:26]2[NH:30][C:29]3[CH:31]=[CH:32][C:33]([C:35]#[N:36])=[CH:34][C:28]=3[N:27]=2)([CH3:25])[CH3:24])=[C:5]2[C:9](=[C:10]([CH3:12])[CH:11]=1)[N:8](S(C1C=CC(C)=CC=1)(=O)=O)[CH:7]=[CH:6]2.[OH-].[K+].C(N)CC(C)C, predict the reaction product. The product is: [CH3:1][O:2][C:3]1[C:4]([C:23]([C:26]2[NH:30][C:29]3[CH:31]=[CH:32][C:33]([C:35]#[N:36])=[CH:34][C:28]=3[N:27]=2)([CH3:25])[CH3:24])=[C:5]2[C:9](=[C:10]([CH3:12])[CH:11]=1)[NH:8][CH:7]=[CH:6]2. (2) Given the reactants C([NH:9][C:10]1[S:11][CH2:12][C@@H:13]2[CH2:18][N:17]([C:19]3[N:24]=[CH:23][C:22]([F:25])=[CH:21][N:20]=3)[CH2:16][C@:14]2([C:26]2[CH:27]=[C:28]([NH:33][C:34]([C:36]3[CH:41]=[N:40][C:39]([O:42][CH3:43])=[CH:38][N:37]=3)=[O:35])[CH:29]=[CH:30][C:31]=2[F:32])[N:15]=1)(=O)C1C=CC=CC=1.CO.[ClH:46].CON.N1C=CC=CC=1, predict the reaction product. The product is: [ClH:46].[NH2:9][C:10]1[S:11][CH2:12][C@@H:13]2[CH2:18][N:17]([C:19]3[N:24]=[CH:23][C:22]([F:25])=[CH:21][N:20]=3)[CH2:16][C@:14]2([C:26]2[CH:27]=[C:28]([NH:33][C:34]([C:36]3[CH:41]=[N:40][C:39]([O:42][CH3:43])=[CH:38][N:37]=3)=[O:35])[CH:29]=[CH:30][C:31]=2[F:32])[N:15]=1. (3) Given the reactants [CH:1]([C:3]1[CH:18]=[CH:17][C:6]([O:7][C:8]2[CH:16]=[CH:15][C:11]([C:12]([NH2:14])=[O:13])=[CH:10][N:9]=2)=[C:5]([O:19][CH3:20])[CH:4]=1)=O.[CH2:21]([NH2:26])[CH2:22][CH:23]([CH3:25])[CH3:24], predict the reaction product. The product is: [CH3:20][O:19][C:5]1[CH:4]=[C:3]([CH2:1][NH:26][CH2:21][CH2:22][CH:23]([CH3:25])[CH3:24])[CH:18]=[CH:17][C:6]=1[O:7][C:8]1[CH:16]=[CH:15][C:11]([C:12]([NH2:14])=[O:13])=[CH:10][N:9]=1. (4) Given the reactants [N:1]1([CH:6]2[CH2:9][N:8]([CH2:10][CH2:11][NH:12]C(=O)OC(C)(C)C)[CH2:7]2)[CH2:5][CH2:4][CH2:3][CH2:2]1.[ClH:20], predict the reaction product. The product is: [ClH:20].[ClH:20].[N:1]1([CH:6]2[CH2:9][N:8]([CH2:10][CH2:11][NH2:12])[CH2:7]2)[CH2:2][CH2:3][CH2:4][CH2:5]1. (5) Given the reactants [Cl:1][C:2]1[N:7]=[C:6]([F:8])[C:5]([OH:9])=[CH:4][CH:3]=1.C([O-])([O-])=O.[K+].[K+].[CH2:16](Cl)[O:17][CH3:18], predict the reaction product. The product is: [Cl:1][C:2]1[N:7]=[C:6]([F:8])[C:5]([O:9][CH2:16][O:17][CH3:18])=[CH:4][CH:3]=1. (6) Given the reactants C([O:4][C@@H:5]1[CH2:9][C@H:8]([C:10]2[N:14]3[C:15]4[CH:21]=[CH:20][N:19](S(C5C=CC(C)=CC=5)(=O)=O)[C:16]=4[N:17]=[CH:18][C:13]3=[C:12](Br)[N:11]=2)[N:7]([C:33](=[O:35])[CH3:34])[CH2:6]1)(=O)C.[CH3:36][NH:37][C:38]1[CH:43]=[CH:42][C:41](B2OC(C)(C)C(C)(C)O2)=[CH:40][CH:39]=1.C([O-])([O-])=O.[K+].[K+].[OH-].[Na+], predict the reaction product. The product is: [OH:4][C@H:5]1[CH2:6][N:7]([C:33](=[O:35])[CH3:34])[C@@H:8]([C:10]2[N:14]3[C:15]4[CH:21]=[CH:20][NH:19][C:16]=4[N:17]=[CH:18][C:13]3=[C:12]([C:41]3[CH:42]=[CH:43][C:38]([NH:37][CH3:36])=[CH:39][CH:40]=3)[N:11]=2)[CH2:9]1.